This data is from Catalyst prediction with 721,799 reactions and 888 catalyst types from USPTO. The task is: Predict which catalyst facilitates the given reaction. Reactant: C1(S(O)(=O)=O)C=CC=CC=1.C(OC([NH:18][CH2:19][C@@:20]1([CH2:28][C:29]([OH:31])=[O:30])[CH2:26][C@H:25]2[C@@H:21]1[CH:22]=[C:23]([CH3:27])[CH2:24]2)=O)(C)(C)C.C(N(CC)CC)C. Product: [NH2:18][CH2:19][C@@:20]1([CH2:28][C:29]([OH:31])=[O:30])[CH2:26][C@H:25]2[C@@H:21]1[CH:22]=[C:23]([CH3:27])[CH2:24]2. The catalyst class is: 2.